This data is from Full USPTO retrosynthesis dataset with 1.9M reactions from patents (1976-2016). The task is: Predict the reactants needed to synthesize the given product. (1) Given the product [F:22][C:17]1[CH:16]=[CH:15][C:14]([NH:13][C:3]2[NH:8][C:7](=[O:9])[CH:6]=[C:5]([CH2:10][CH2:11][CH3:12])[N:4]=2)=[CH:21][C:18]=1[C:19]#[N:20], predict the reactants needed to synthesize it. The reactants are: CS[C:3]1[NH:8][C:7](=[O:9])[CH:6]=[C:5]([CH2:10][CH2:11][CH3:12])[N:4]=1.[NH2:13][C:14]1[CH:15]=[CH:16][C:17]([F:22])=[C:18]([CH:21]=1)[C:19]#[N:20]. (2) Given the product [C:56]([N:26]1[C@H:25]([C:23]([NH:22][C@@H:6]([CH2:7][C:8]2[CH:9]=[CH:10][C:11]([C:14]3[CH:19]=[CH:18][N:17]=[C:16]([CH3:20])[C:15]=3[CH3:21])=[CH:12][CH:13]=2)[C:5]([OH:4])=[O:55])=[O:24])[CH2:34][C:33]2[CH:32]=[C:31]3[O:35][CH2:36][C@H:37]([C:39]4[CH:40]=[CH:41][C:42]([O:45][CH2:46][C:47]5[CH:52]=[CH:51][C:50]([Cl:53])=[C:49]([Cl:54])[CH:48]=5)=[CH:43][CH:44]=4)[O:38][C:30]3=[CH:29][C:28]=2[CH2:27]1)(=[O:58])[CH3:57], predict the reactants needed to synthesize it. The reactants are: Cl.Cl.C[O:4][C:5](=[O:55])[C@@H:6]([NH:22][C:23]([C@@H:25]1[CH2:34][C:33]2[CH:32]=[C:31]3[O:35][CH2:36][C@H:37]([C:39]4[CH:44]=[CH:43][C:42]([O:45][CH2:46][C:47]5[CH:52]=[CH:51][C:50]([Cl:53])=[C:49]([Cl:54])[CH:48]=5)=[CH:41][CH:40]=4)[O:38][C:30]3=[CH:29][C:28]=2[CH2:27][NH:26]1)=[O:24])[CH2:7][C:8]1[CH:13]=[CH:12][C:11]([C:14]2[CH:19]=[CH:18][N:17]=[C:16]([CH3:20])[C:15]=2[CH3:21])=[CH:10][CH:9]=1.[C:56](Cl)(=[O:58])[CH3:57]. (3) Given the product [NH2:16][C:9]1[CH:10]=[C:11]([CH2:14][OH:15])[CH:12]=[CH:13][C:8]=1[NH:7][CH:1]1[CH2:6][CH2:5][CH2:4][CH2:3][CH2:2]1, predict the reactants needed to synthesize it. The reactants are: [CH:1]1([NH:7][C:8]2[CH:13]=[CH:12][C:11]([CH2:14][OH:15])=[CH:10][C:9]=2[N+:16]([O-])=O)[CH2:6][CH2:5][CH2:4][CH2:3][CH2:2]1.C(O)C.